Dataset: Full USPTO retrosynthesis dataset with 1.9M reactions from patents (1976-2016). Task: Predict the reactants needed to synthesize the given product. (1) Given the product [CH3:42][C@@H:37]1[CH2:36][N:35]([C:21]2[C:20]([CH2:19][OH:18])=[CH:33][C:24]3[C:25]([C:28]([NH:50][CH2:49][C:46]4[CH:47]=[CH:48][N:44]([CH3:43])[N:45]=4)=[O:30])=[N:26][O:27][C:23]=3[C:22]=2[F:34])[CH2:40][C@H:39]([CH3:41])[O:38]1, predict the reactants needed to synthesize it. The reactants are: [Si]([O:18][CH2:19][C:20]1[C:21]([N:35]2[CH2:40][C@H:39]([CH3:41])[O:38][C@H:37]([CH3:42])[CH2:36]2)=[C:22]([F:34])[C:23]2[O:27][N:26]=[C:25]([C:28]([O:30]CC)=O)[C:24]=2[CH:33]=1)(C(C)(C)C)(C1C=CC=CC=1)C1C=CC=CC=1.[CH3:43][N:44]1[CH:48]=[CH:47][C:46]([CH2:49][NH2:50])=[N:45]1. (2) Given the product [Br:11][C:8]1[CH:9]=[CH:10][C:5]([C:3](=[O:4])[CH2:2][S:12][C:13]#[N:14])=[CH:6][CH:7]=1, predict the reactants needed to synthesize it. The reactants are: Br[CH2:2][C:3]([C:5]1[CH:10]=[CH:9][C:8]([Br:11])=[CH:7][CH:6]=1)=[O:4].[S-:12][C:13]#[N:14].[K+].O. (3) Given the product [C:1]([O:5][C:6]([N:8]1[CH2:13][CH2:12][CH:11]([CH:14]([CH3:15])[CH2:16][OH:17])[CH2:10][CH2:9]1)=[O:7])([CH3:4])([CH3:3])[CH3:2], predict the reactants needed to synthesize it. The reactants are: [C:1]([O:5][C:6]([N:8]1[CH2:13][CH2:12][CH:11]([CH:14]([C:16](OCC)=[O:17])[CH3:15])[CH2:10][CH2:9]1)=[O:7])([CH3:4])([CH3:3])[CH3:2].[H-].[H-].[H-].[H-].[Li+].[Al+3]. (4) Given the product [NH2:1][C:2]1[N:7]=[C:6]([Cl:8])[C:5]([NH:9][CH:12]=[O:13])=[C:4]([Cl:10])[N:3]=1, predict the reactants needed to synthesize it. The reactants are: [NH2:1][C:2]1[N:7]=[C:6]([Cl:8])[C:5]([NH2:9])=[C:4]([Cl:10])[N:3]=1.O.[CH:12](O)=[O:13]. (5) Given the product [F:14][CH2:13][CH2:12][N:26]1[CH:27]=[C:22]([C:19]2[CH:18]=[CH:17][C:16]([F:15])=[CH:21][CH:20]=2)[C:23](=[O:33])[C:24]([C:28]([O:30][CH2:31][CH3:32])=[O:29])=[CH:25]1, predict the reactants needed to synthesize it. The reactants are: CC1C=CC(S(O[CH2:12][CH2:13][F:14])(=O)=O)=CC=1.[F:15][C:16]1[CH:21]=[CH:20][C:19]([C:22]2[C:23](=[O:33])[C:24]([C:28]([O:30][CH2:31][CH3:32])=[O:29])=[CH:25][NH:26][CH:27]=2)=[CH:18][CH:17]=1.C(=O)([O-])[O-].[Cs+].[Cs+].C(OCC)(=O)C. (6) Given the product [OH:8][C:9]1[CH:21]=[C:20]2[C:12]([N:13]3[C:18](=[CH:19]2)[C:17](=[O:22])[NH:16][CH2:15][CH2:14]3)=[N:11][CH:10]=1, predict the reactants needed to synthesize it. The reactants are: C([O:8][C:9]1[CH:21]=[C:20]2[C:12]([N:13]3[C:18](=[CH:19]2)[C:17](=[O:22])[NH:16][CH2:15][CH2:14]3)=[N:11][CH:10]=1)C1C=CC=CC=1. (7) Given the product [CH2:24]([C:8]([C:5]1[CH:6]=[CH:7][C:2]([C:26]#[N:27])=[CH:3][CH:4]=1)=[C:9]([C:17]1[CH:22]=[CH:21][C:20]([OH:23])=[CH:19][CH:18]=1)[C:10]1[CH:15]=[CH:14][C:13]([OH:16])=[CH:12][CH:11]=1)[CH3:25], predict the reactants needed to synthesize it. The reactants are: Br[C:2]1[CH:7]=[CH:6][C:5]([C:8]([CH2:24][CH3:25])=[C:9]([C:17]2[CH:22]=[CH:21][C:20]([OH:23])=[CH:19][CH:18]=2)[C:10]2[CH:15]=[CH:14][C:13]([OH:16])=[CH:12][CH:11]=2)=[CH:4][CH:3]=1.[C:26]([Cu])#[N:27]. (8) Given the product [O:20]1[CH:21]=[CH:22][CH:23]=[C:19]1[C:17]([C:16]1[CH:15]=[N:14][N:13]2[C:8]([C:4]3[CH:3]=[C:2]([NH:1][C:24](=[O:29])[CH2:25][CH:26]([CH3:28])[CH3:27])[CH:7]=[CH:6][CH:5]=3)=[CH:9][CH:10]=[N:11][C:12]=12)=[O:18], predict the reactants needed to synthesize it. The reactants are: [NH2:1][C:2]1[CH:3]=[C:4]([C:8]2[N:13]3[N:14]=[CH:15][C:16]([C:17]([C:19]4[O:20][CH:21]=[CH:22][CH:23]=4)=[O:18])=[C:12]3[N:11]=[CH:10][CH:9]=2)[CH:5]=[CH:6][CH:7]=1.[C:24](Cl)(=[O:29])[CH2:25][CH:26]([CH3:28])[CH3:27]. (9) Given the product [C:28]([C:2]1[C:3]2[CH2:20][CH2:19][N:18]([C:21]([O:23][C:24]([CH3:27])([CH3:26])[CH3:25])=[O:22])[CH2:17][CH2:16][C:4]=2[CH:5]=[C:6]2[C:11]=1[N:10]([CH2:12][CH2:13][O:14][CH3:15])[CH2:9][CH2:8][CH2:7]2)#[N:29], predict the reactants needed to synthesize it. The reactants are: Br[C:2]1[C:3]2[CH2:20][CH2:19][N:18]([C:21]([O:23][C:24]([CH3:27])([CH3:26])[CH3:25])=[O:22])[CH2:17][CH2:16][C:4]=2[CH:5]=[C:6]2[C:11]=1[N:10]([CH2:12][CH2:13][O:14][CH3:15])[CH2:9][CH2:8][CH2:7]2.[CH3:28][N:29](C=O)C. (10) The reactants are: [CH3:1][N:2]1[CH2:7][CH2:6][N:5]([C:8]2[C:9]([N+:15]([O-])=O)=[C:10]([NH2:14])[CH:11]=[CH:12][CH:13]=2)[CH2:4][CH2:3]1. Given the product [CH3:1][N:2]1[CH2:3][CH2:4][N:5]([C:8]2[CH:13]=[CH:12][CH:11]=[C:10]([NH2:14])[C:9]=2[NH2:15])[CH2:6][CH2:7]1, predict the reactants needed to synthesize it.